From a dataset of Reaction yield outcomes from USPTO patents with 853,638 reactions. Predict the reaction yield, written as a fraction of the theoretical maximum amount of product (1.0 means a 100% yield; for example, 0.34 means a 34% yield). (1) The reactants are [CH:1]([O:4][C:5]1[C:10]2[C:11]([CH3:17])=[C:12]([C:14]([OH:16])=O)[O:13][C:9]=2[CH:8]=[CH:7][CH:6]=1)([CH3:3])[CH3:2].[CH3:18][O:19][C:20](=[O:42])[C@@H:21]([NH:25][S:26]([C:29]1[CH:34]=[CH:33][C:32]([C:35]2[CH:40]=[CH:39][C:38]([NH2:41])=[CH:37][CH:36]=2)=[CH:31][CH:30]=1)(=[O:28])=[O:27])[CH:22]([CH3:24])[CH3:23].F[P-](F)(F)(F)(F)F.N1(O[P+](N(C)C)(N(C)C)N(C)C)C2C=CC=CC=2N=N1.C(N(CC)C(C)C)(C)C. The catalyst is CN(C=O)C.[Cl-].[Na+].O. The product is [CH3:18][O:19][C:20](=[O:42])[C@@H:21]([NH:25][S:26]([C:29]1[CH:34]=[CH:33][C:32]([C:35]2[CH:36]=[CH:37][C:38]([NH:41][C:14]([C:12]3[O:13][C:9]4[CH:8]=[CH:7][CH:6]=[C:5]([O:4][CH:1]([CH3:2])[CH3:3])[C:10]=4[C:11]=3[CH3:17])=[O:16])=[CH:39][CH:40]=2)=[CH:31][CH:30]=1)(=[O:28])=[O:27])[CH:22]([CH3:24])[CH3:23]. The yield is 0.690. (2) The catalyst is O.C(Cl)Cl.CO.CC(N(C)C)=O.C1COCC1. The yield is 0.950. The reactants are C(O[CH:4](OCC)[CH2:5][N:6]([CH3:8])[CH3:7])C.Cl.[OH-].[K+].[Cl:15][C:16]1[CH:17]=[C:18]([NH:23][C:24]2[C:25]3[CH:33]=[C:32]([NH:34][C:35](=[O:45])[CH2:36]P(=O)(OCC)OCC)[N:31]=[CH:30][C:26]=3[N:27]=[CH:28][N:29]=2)[CH:19]=[CH:20][C:21]=1[Cl:22].[Li+].[Cl-]. The product is [Cl:15][C:16]1[CH:17]=[C:18]([CH:19]=[CH:20][C:21]=1[Cl:22])[NH:23][C:24]1[C:25]2[CH:33]=[C:32]([NH:34][C:35](=[O:45])/[CH:36]=[CH:4]/[CH2:5][N:6]([CH3:7])[CH3:8])[N:31]=[CH:30][C:26]=2[N:27]=[CH:28][N:29]=1. (3) The catalyst is C(Cl)Cl.[H-].[Cl-].C1([Zr+2]C2C=CC=C2)C=CC=C1. The product is [CH3:16][C:17]1([CH3:24])[C:21]([CH3:23])([CH3:22])[O:20][B:19](/[CH:2]=[CH:1]/[CH:3]2[CH2:4][CH2:5][N:6]([C:9]([O:11][C:12]([CH3:15])([CH3:14])[CH3:13])=[O:10])[CH2:7][CH2:8]2)[O:18]1. The yield is 0.890. The reactants are [C:1]([CH:3]1[CH2:8][CH2:7][N:6]([C:9]([O:11][C:12]([CH3:15])([CH3:14])[CH3:13])=[O:10])[CH2:5][CH2:4]1)#[CH:2].[CH3:16][C:17]1([CH3:24])[C:21]([CH3:23])([CH3:22])[O:20][BH:19][O:18]1.C(N(CC)CC)C. (4) The reactants are F[C:2]1[CH:9]=[CH:8][C:5]([CH:6]=[O:7])=[CH:4][CH:3]=1.C([O-])([O-])=O.[K+].[K+].[NH:16]1[CH:20]=[N:19][CH:18]=[N:17]1. The catalyst is CN(C=O)C.O. The product is [N:16]1([C:2]2[CH:9]=[CH:8][C:5]([CH:6]=[O:7])=[CH:4][CH:3]=2)[CH:20]=[N:19][CH:18]=[N:17]1. The yield is 0.650. (5) The reactants are [H-].[Na+].[Cl:3][C:4]1[CH:9]=[CH:8][C:7]([C:10]2[CH:15]=[CH:14][N:13]=[CH:12][C:11]=2[CH:16]([CH:18]2[CH2:20][CH2:19]2)[OH:17])=[C:6](F)[CH:5]=1. The catalyst is C1COCC1. The product is [Cl:3][C:4]1[CH:9]=[CH:8][C:7]2[C:10]3[C:11](=[CH:12][N:13]=[CH:14][CH:15]=3)[CH:16]([CH:18]3[CH2:20][CH2:19]3)[O:17][C:6]=2[CH:5]=1. The yield is 0.750.